The task is: Predict the reactants needed to synthesize the given product.. This data is from Full USPTO retrosynthesis dataset with 1.9M reactions from patents (1976-2016). (1) Given the product [F:10][C:11]([F:20])([F:21])[O:12][C:13]1[CH:14]=[C:15]([CH:16]=[CH:17][CH:18]=1)[O:19][C:2]1[CH:9]=[CH:8][C:5]([C:6]#[N:7])=[CH:4][CH:3]=1, predict the reactants needed to synthesize it. The reactants are: F[C:2]1[CH:9]=[CH:8][C:5]([C:6]#[N:7])=[CH:4][CH:3]=1.[F:10][C:11]([F:21])([F:20])[O:12][C:13]1[CH:14]=[C:15]([OH:19])[CH:16]=[CH:17][CH:18]=1.C(=O)([O-])[O-].[Cs+].[Cs+].Cl. (2) Given the product [OH:3][NH:2][C:16](=[NH:17])[C:15]1[CH:18]=[CH:19][C:12]([S:11][CH3:10])=[CH:13][CH:14]=1, predict the reactants needed to synthesize it. The reactants are: Cl.[NH2:2][OH:3].C([O-])([O-])=O.[Na+].[Na+].[CH3:10][S:11][C:12]1[CH:19]=[CH:18][C:15]([C:16]#[N:17])=[CH:14][CH:13]=1. (3) Given the product [C:12]([CH:14]([NH:21][C:22]([C:24]1[C:33]2[C:28](=[CH:29][CH:30]=[CH:31][CH:32]=2)[N:27]=[C:26]([C:34]2[CH:39]=[CH:38][CH:37]=[CH:36][CH:35]=2)[C:25]=1[CH3:40])=[O:23])[C:15]1[CH:16]=[CH:17][CH:18]=[CH:19][CH:20]=1)(=[O:11])[CH3:13], predict the reactants needed to synthesize it. The reactants are: C(Cl)(=O)C(Cl)=O.CS(C)=O.[OH:11][CH:12]([CH:14]([NH:21][C:22]([C:24]1[C:33]2[C:28](=[CH:29][CH:30]=[CH:31][CH:32]=2)[N:27]=[C:26]([C:34]2[CH:39]=[CH:38][CH:37]=[CH:36][CH:35]=2)[C:25]=1[CH3:40])=[O:23])[C:15]1[CH:20]=[CH:19][CH:18]=[CH:17][CH:16]=1)[CH3:13]. (4) Given the product [CH3:24][N:16]([CH2:15][CH2:14][CH:13]=[O:12])[C:17](=[O:23])[O:18][C:19]([CH3:22])([CH3:20])[CH3:21], predict the reactants needed to synthesize it. The reactants are: CC1(C)N([O])C(C)(C)CCC1.[OH:12][CH2:13][CH2:14][CH2:15][N:16]([CH3:24])[C:17](=[O:23])[O:18][C:19]([CH3:22])([CH3:21])[CH3:20].C(=O)([O-])O.[Na+].[O-]Cl.[Na+]. (5) Given the product [CH2:18]([O:17][C:15]([CH:13]1[CH2:12][N:11]2[C:20]([CH3:24])=[C:21]([CH3:23])[N:22]=[C:10]2[CH:9]([OH:8])[CH2:14]1)=[O:16])[CH3:19], predict the reactants needed to synthesize it. The reactants are: C([O:8][C:9]1[C:10]2[N:11]([C:20]([CH3:24])=[C:21]([CH3:23])[N:22]=2)[CH:12]=[C:13]([C:15]([O:17][CH2:18][CH3:19])=[O:16])[CH:14]=1)C1C=CC=CC=1.